From a dataset of Peptide-MHC class I binding affinity with 185,985 pairs from IEDB/IMGT. Regression. Given a peptide amino acid sequence and an MHC pseudo amino acid sequence, predict their binding affinity value. This is MHC class I binding data. (1) The peptide sequence is LQDIVNEHDI. The MHC is HLA-A30:02 with pseudo-sequence HLA-A30:02. The binding affinity (normalized) is 0. (2) The peptide sequence is FWLMVYEGL. The MHC is HLA-B15:17 with pseudo-sequence HLA-B15:17. The binding affinity (normalized) is 0.225. (3) The peptide sequence is TVIYRGTTF. The MHC is HLA-A02:01 with pseudo-sequence HLA-A02:01. The binding affinity (normalized) is 0.0847. (4) The peptide sequence is YEQVVMDYL. The MHC is HLA-B44:03 with pseudo-sequence HLA-B44:03. The binding affinity (normalized) is 0.473. (5) The peptide sequence is GLAGLQTDV. The MHC is HLA-A03:01 with pseudo-sequence HLA-A03:01. The binding affinity (normalized) is 0.0847. (6) The MHC is HLA-A02:02 with pseudo-sequence HLA-A02:02. The peptide sequence is AATEAEKQL. The binding affinity (normalized) is 0.0653. (7) The peptide sequence is YTPLNYSKF. The MHC is HLA-A25:01 with pseudo-sequence HLA-A25:01. The binding affinity (normalized) is 0.851. (8) The peptide sequence is KAKQLCYCPA. The MHC is HLA-A02:06 with pseudo-sequence HLA-A02:06. The binding affinity (normalized) is 0.462. (9) The peptide sequence is FSTPEEKF. The MHC is Mamu-A02 with pseudo-sequence Mamu-A02. The binding affinity (normalized) is 0.134. (10) The peptide sequence is ELLDHLLLF. The MHC is HLA-B15:01 with pseudo-sequence HLA-B15:01. The binding affinity (normalized) is 0.0847.